From a dataset of Full USPTO retrosynthesis dataset with 1.9M reactions from patents (1976-2016). Predict the reactants needed to synthesize the given product. (1) Given the product [F:29][C:30]([F:36])([F:35])[S:31]([NH:34][C:26](=[O:27])[CH:25]=[CH:24][C:21]1[CH:20]=[CH:19][C:18]([C:8]2[C:9]3[CH:17]=[CH:16][CH:15]=[CH:14][C:10]=3[CH2:11][CH2:12][CH2:13][C:7]=2[C:1]2[CH:6]=[CH:5][CH:4]=[CH:3][CH:2]=2)=[CH:23][CH:22]=1)(=[O:33])=[O:32], predict the reactants needed to synthesize it. The reactants are: [C:1]1([C:7]2[CH2:13][CH2:12][CH2:11][C:10]3[CH:14]=[CH:15][CH:16]=[CH:17][C:9]=3[C:8]=2[C:18]2[CH:23]=[CH:22][C:21]([CH:24]=[CH:25][C:26](O)=[O:27])=[CH:20][CH:19]=2)[CH:6]=[CH:5][CH:4]=[CH:3][CH:2]=1.[F:29][C:30]([F:36])([F:35])[S:31]([NH2:34])(=[O:33])=[O:32]. (2) Given the product [CH3:1][O:2][C:3]1[CH:8]=[CH:7][CH:6]=[CH:5][C:4]=1[NH:9][C:13]1[CH:18]=[CH:17][CH:16]=[CH:15][C:14]=1[N+:19]([O-:21])=[O:20], predict the reactants needed to synthesize it. The reactants are: [CH3:1][O:2][C:3]1[C:4]([NH2:9])=[CH:5][CH:6]=[CH:7][CH:8]=1.[H-].[Na+].F[C:13]1[CH:18]=[CH:17][CH:16]=[CH:15][C:14]=1[N+:19]([O-:21])=[O:20]. (3) Given the product [Cl:1][C:2]1[CH:3]=[C:4]([C:9]2[C:10](=[O:23])[NH:11][N:12]([CH:20]([CH3:21])[CH3:22])[C:13]=2[C:14]2[CH:15]=[CH:16][N:17]=[CH:18][CH:19]=2)[CH:5]=[CH:6][C:7]=1[Cl:8], predict the reactants needed to synthesize it. The reactants are: [Cl:1][C:2]1[CH:3]=[C:4]([CH:9]2[CH:13]([C:14]3[CH:19]=[CH:18][N:17]=[CH:16][CH:15]=3)[N:12]([CH:20]([CH3:22])[CH3:21])[NH:11][C:10]2=[O:23])[CH:5]=[CH:6][C:7]=1[Cl:8].[Br-].[Br-].[Br-].C1([N+](CC)(CC)CC)C=CC=CC=1.C1([N+](CC)(CC)CC)C=CC=CC=1.C1([N+](CC)(CC)CC)C=CC=CC=1. (4) Given the product [CH:22]([NH:20][C:17]1[CH:18]=[CH:19][C:12]2[C:11]([C:7]3[CH:6]=[N:5][CH:10]=[CH:9][CH:8]=3)=[CH:15][S:14][C:13]=2[CH:16]=1)([CH3:24])[CH3:21], predict the reactants needed to synthesize it. The reactants are: [BH4-].C([Na])#N.[N:5]1[CH:10]=[CH:9][CH:8]=[C:7]([C:11]2[C:12]3[CH:19]=[CH:18][C:17]([NH2:20])=[CH:16][C:13]=3[S:14][CH:15]=2)[CH:6]=1.[CH3:21][C:22]([CH3:24])=O.Cl.[OH-].[Na+]. (5) Given the product [N:15]1[CH:16]=[CH:17][CH:18]=[CH:19][C:14]=1[CH2:13][CH2:12][CH2:11][O:10][C:7]1[N:8]=[CH:9][C:4]([NH2:1])=[CH:5][CH:6]=1, predict the reactants needed to synthesize it. The reactants are: [N+:1]([C:4]1[CH:5]=[CH:6][C:7]([O:10][CH2:11][CH2:12][CH2:13][C:14]2[CH:19]=[CH:18][CH:17]=[CH:16][N:15]=2)=[N:8][CH:9]=1)([O-])=O.[Cl-].[NH4+]. (6) Given the product [CH3:15][C:14]([CH3:17])([CH3:16])[CH2:13][CH:2]([O:1][S:28]([C:27]([F:40])([F:39])[F:26])(=[O:30])=[O:29])[C:3]([O:5][CH2:6][C:7]1[CH:12]=[CH:11][CH:10]=[CH:9][CH:8]=1)=[O:4], predict the reactants needed to synthesize it. The reactants are: [OH:1][CH:2]([CH2:13][C:14]([CH3:17])([CH3:16])[CH3:15])[C:3]([O:5][CH2:6][C:7]1[CH:12]=[CH:11][CH:10]=[CH:9][CH:8]=1)=[O:4].N1C(C)=CC=CC=1C.[F:26][C:27]([F:40])([F:39])[S:28](O[S:28]([C:27]([F:40])([F:39])[F:26])(=[O:30])=[O:29])(=[O:30])=[O:29]. (7) Given the product [Br:1][C:2]1[CH:3]=[C:4]([C:12]#[C:11][Si:13]([CH3:16])([CH3:15])[CH3:14])[C:5](=[O:9])[N:6]([CH3:8])[CH:7]=1, predict the reactants needed to synthesize it. The reactants are: [Br:1][C:2]1[CH:3]=[C:4](I)[C:5](=[O:9])[N:6]([CH3:8])[CH:7]=1.[C:11]([Si:13]([CH3:16])([CH3:15])[CH3:14])#[CH:12].C(N(CC)CC)C. (8) Given the product [CH:35]([O:34][C:32]([N:1]1[CH2:2][CH2:3][CH:4]([CH:7]2[O:20][CH2:19][C:18]3[C:17]4[C:12](=[CH:13][CH:14]=[CH:15][CH:16]=4)[C:11](=[O:21])[NH:10][C:9]=3[CH2:8]2)[CH2:5][CH2:6]1)=[O:33])([CH3:37])[CH3:36], predict the reactants needed to synthesize it. The reactants are: [NH:1]1[CH2:6][CH2:5][CH:4]([CH:7]2[O:20][CH2:19][C:18]3[C:17]4[CH:16]=[CH:15][CH:14]=[CH:13][C:12]=4[C:11](=[O:21])[NH:10][C:9]=3[CH2:8]2)[CH2:3][CH2:2]1.CCN(C(C)C)C(C)C.Cl[C:32]([O:34][CH:35]([CH3:37])[CH3:36])=[O:33]. (9) Given the product [F:15][C:13]1([F:16])[CH2:14][CH:11]([CH2:10][O:9][CH2:8][C:6]2[CH:5]=[C:4]([C:17]([O:19][CH2:20][CH3:21])=[CH2:18])[N:3]=[C:2]([NH:27][C:26]3[CH:28]=[CH:29][C:30]([N:31]4[CH:35]=[C:34]([CH3:36])[N:33]=[CH:32]4)=[C:24]([O:23][CH3:22])[CH:25]=3)[N:7]=2)[CH2:12]1, predict the reactants needed to synthesize it. The reactants are: Cl[C:2]1[N:7]=[C:6]([CH2:8][O:9][CH2:10][CH:11]2[CH2:14][C:13]([F:16])([F:15])[CH2:12]2)[CH:5]=[C:4]([C:17]([O:19][CH2:20][CH3:21])=[CH2:18])[N:3]=1.[CH3:22][O:23][C:24]1[CH:25]=[C:26]([CH:28]=[CH:29][C:30]=1[N:31]1[CH:35]=[C:34]([CH3:36])[N:33]=[CH:32]1)[NH2:27].C(=O)([O-])[O-].[Cs+].[Cs+].C1(C2C=CC=CC=2)C=CC=CC=1P(C1CCCCC1)C1CCCCC1.